Dataset: Full USPTO retrosynthesis dataset with 1.9M reactions from patents (1976-2016). Task: Predict the reactants needed to synthesize the given product. (1) Given the product [NH:17]1[C:18]([C:19]2[CH:24]=[CH:23][C:22]([C:2]3[CH:11]=[CH:10][C:9]4[C:4](=[CH:5][CH:6]=[C:7]([OH:12])[CH:8]=4)[N:3]=3)=[CH:21][CH:20]=2)=[N:14][N:15]=[N:16]1, predict the reactants needed to synthesize it. The reactants are: Cl[C:2]1[CH:11]=[CH:10][C:9]2[C:4](=[CH:5][CH:6]=[C:7]([O:12]C)[CH:8]=2)[N:3]=1.[NH:14]1[C:18]([C:19]2[CH:24]=[CH:23][C:22](B(O)O)=[CH:21][CH:20]=2)=[N:17][N:16]=[N:15]1. (2) Given the product [Br:20][C:6]1[C:7]2[C:12]3[C:3]([C:2](=[O:13])[C:1](=[O:14])[C:11]=3[CH:10]=[CH:9][CH:8]=2)=[CH:4][CH:5]=1, predict the reactants needed to synthesize it. The reactants are: [C:1]1(=[O:14])[C:11]2=[C:12]3[C:7](=[CH:8][CH:9]=[CH:10]2)[CH:6]=[CH:5][CH:4]=[C:3]3[C:2]1=[O:13].S(=O)(=O)(O)O.[Br:20]Br.